Dataset: Catalyst prediction with 721,799 reactions and 888 catalyst types from USPTO. Task: Predict which catalyst facilitates the given reaction. (1) Reactant: [Cl:1][C:2]1[CH:7]=[C:6]([F:8])[CH:5]=[CH:4][C:3]=1[C@@H:9]1[C:14]([C:15]([O:17][C@H:18]([CH3:25])[C:19]([O:21][CH:22]([CH3:24])[CH3:23])=[O:20])=[O:16])=[C:13]([CH2:26]Br)[NH:12][C:11]([C:28]2[S:29][CH:30]=[CH:31][N:32]=2)=[N:10]1.[NH:33]1[CH2:38][CH2:37][O:36][CH2:35][CH2:34]1. Product: [Cl:1][C:2]1[CH:7]=[C:6]([F:8])[CH:5]=[CH:4][C:3]=1[C@@H:9]1[C:14]([C:15]([O:17][C@H:18]([CH3:25])[C:19]([O:21][CH:22]([CH3:24])[CH3:23])=[O:20])=[O:16])=[C:13]([CH2:26][N:33]2[CH2:38][CH2:37][O:36][CH2:35][CH2:34]2)[NH:12][C:11]([C:28]2[S:29][CH:30]=[CH:31][N:32]=2)=[N:10]1. The catalyst class is: 32. (2) Reactant: [I:1][C:2]1[C:6]2=[N:7][CH:8]=[C:9]([C:11]3[C:12]([CH3:17])=[N:13][O:14][C:15]=3[CH3:16])[CH:10]=[C:5]2[NH:4][CH:3]=1.[N:18]1[CH:23]=[CH:22][CH:21]=[CH:20][C:19]=1[C@H:24](O)[CH3:25].C1(P(C2C=CC=CC=2)C2C=CC=CC=2)C=CC=CC=1.CC(OC(/N=N/C(OC(C)C)=O)=O)C. Product: [I:1][C:2]1[C:6]2=[N:7][CH:8]=[C:9]([C:11]3[C:12]([CH3:17])=[N:13][O:14][C:15]=3[CH3:16])[CH:10]=[C:5]2[N:4]([C@H:24]([C:19]2[CH:20]=[CH:21][CH:22]=[CH:23][N:18]=2)[CH3:25])[CH:3]=1. The catalyst class is: 1. (3) Reactant: [C:1]([Si:5]([CH3:25])([CH3:24])[O:6][C:7]1[CH:8]=[C:9]2[C:17](=[CH:18][CH:19]=1)[NH:16][C:15]1[C:14]3[CH:20]=[CH:21][CH:22]=[CH:23][C:13]=3[S:12][CH2:11][C:10]2=1)([CH3:4])([CH3:3])[CH3:2].[H-].[Na+].[C:28](Cl)(=[O:30])[CH3:29]. Product: [C:1]([Si:5]([CH3:25])([CH3:24])[O:6][C:7]1[CH:8]=[C:9]2[C:17](=[CH:18][CH:19]=1)[N:16]([C:28](=[O:30])[CH3:29])[C:15]1[C:14]3[CH:20]=[CH:21][CH:22]=[CH:23][C:13]=3[S:12][CH2:11][C:10]2=1)([CH3:4])([CH3:3])[CH3:2]. The catalyst class is: 3. (4) Reactant: [Cl:1][C:2]1[N:3]=[C:4]([NH:22][CH3:23])[C:5]2[C:10](I)=[CH:9][N:8]([S:12]([C:15]3[CH:21]=[CH:20][C:18]([CH3:19])=[CH:17][CH:16]=3)(=[O:14])=[O:13])[C:6]=2[N:7]=1.[N:24]1[CH:29]=[CH:28][C:27](B(O)O)=[CH:26][CH:25]=1.C([O-])([O-])=O.[Na+].[Na+]. Product: [Cl:1][C:2]1[N:3]=[C:4]([NH:22][CH3:23])[C:5]2[C:10]([C:27]3[CH:28]=[CH:29][N:24]=[CH:25][CH:26]=3)=[CH:9][N:8]([S:12]([C:15]3[CH:21]=[CH:20][C:18]([CH3:19])=[CH:17][CH:16]=3)(=[O:14])=[O:13])[C:6]=2[N:7]=1. The catalyst class is: 551. (5) Reactant: CC([O-])(C)C.[K+].[CH2:7]([N:14]([CH2:22]C(OCC)=O)[CH2:15][CH2:16][CH2:17][CH2:18][C:19]([OH:21])=O)[C:8]1[CH:13]=[CH:12][CH:11]=[CH:10][CH:9]=1.Cl. Product: [CH2:7]([N:14]1[CH2:15][CH2:16][CH2:17][CH2:18][C:19](=[O:21])[CH2:22]1)[C:8]1[CH:9]=[CH:10][CH:11]=[CH:12][CH:13]=1. The catalyst class is: 11. (6) Reactant: [C:1]([N:20]1[CH:24]=[C:23]([CH2:25][OH:26])[N:22]=[CH:21]1)([C:14]1[CH:19]=[CH:18][CH:17]=[CH:16][CH:15]=1)([C:8]1[CH:13]=[CH:12][CH:11]=[CH:10][CH:9]=1)[C:2]1[CH:7]=[CH:6][CH:5]=[CH:4][CH:3]=1.[C:27](OC(=O)C)(=[O:29])[CH3:28].C(OCC)(=O)C. Product: [C:27]([O:26][CH2:25][C:23]1[N:22]=[CH:21][N:20]([C:1]([C:14]2[CH:15]=[CH:16][CH:17]=[CH:18][CH:19]=2)([C:8]2[CH:9]=[CH:10][CH:11]=[CH:12][CH:13]=2)[C:2]2[CH:7]=[CH:6][CH:5]=[CH:4][CH:3]=2)[CH:24]=1)(=[O:29])[CH3:28]. The catalyst class is: 17. (7) Reactant: [CH2:1]([OH:8])[C:2]1[CH:7]=[CH:6][CH:5]=[CH:4][CH:3]=1.[H-].[Na+].[Br:11][C:12]1[CH:13]=[N:14][C:15]2[C:20]([CH:21]=1)=[N:19][CH:18]=[C:17](Br)[CH:16]=2. Product: [CH2:1]([O:8][C:17]1[CH:18]=[N:19][C:20]2[C:15]([CH:16]=1)=[N:14][CH:13]=[C:12]([Br:11])[CH:21]=2)[C:2]1[CH:7]=[CH:6][CH:5]=[CH:4][CH:3]=1. The catalyst class is: 3.